From a dataset of TCR-epitope binding with 47,182 pairs between 192 epitopes and 23,139 TCRs. Binary Classification. Given a T-cell receptor sequence (or CDR3 region) and an epitope sequence, predict whether binding occurs between them. (1) The epitope is EILDITPCSF. The TCR CDR3 sequence is CASLREGYNEQFF. Result: 1 (the TCR binds to the epitope). (2) The epitope is KPLEFGATSAAL. The TCR CDR3 sequence is CASSLRLAGGTDTQYF. Result: 1 (the TCR binds to the epitope). (3) The epitope is PKYVKQNTLKLAT. The TCR CDR3 sequence is CASSEVVWGAEQYF. Result: 1 (the TCR binds to the epitope). (4) The epitope is WICLLQFAY. The TCR CDR3 sequence is CASGGINNEQFF. Result: 1 (the TCR binds to the epitope).